This data is from Catalyst prediction with 721,799 reactions and 888 catalyst types from USPTO. The task is: Predict which catalyst facilitates the given reaction. (1) Reactant: [CH3:1][N:2]1[C:7](=[O:8])[C:6]2=[CH:9][N:10]([CH2:12][C:13]3[CH:18]=[CH:17][C:16]([C:19]4[CH:24]=[CH:23][CH:22]=[C:21]([F:25])[N:20]=4)=[CH:15][CH:14]=3)[N:11]=[C:5]2[N:4]2[C@H:26]3[CH2:31][CH2:30][CH2:29][C@H:27]3[N:28]=[C:3]12.[C:32]1([S:38][S:38][C:32]2[CH:37]=[CH:36][CH:35]=[CH:34][CH:33]=2)[CH:37]=[CH:36][CH:35]=[CH:34][CH:33]=1.[Li+].C[Si]([N-][Si](C)(C)C)(C)C. Product: [CH3:1][N:2]1[C:7](=[O:8])[C:6]2=[C:9]([S:38][C:32]3[CH:37]=[CH:36][CH:35]=[CH:34][CH:33]=3)[N:10]([CH2:12][C:13]3[CH:14]=[CH:15][C:16]([C:19]4[CH:24]=[CH:23][CH:22]=[C:21]([F:25])[N:20]=4)=[CH:17][CH:18]=3)[N:11]=[C:5]2[N:4]2[C@H:26]3[CH2:31][CH2:30][CH2:29][C@H:27]3[N:28]=[C:3]12. The catalyst class is: 1. (2) Reactant: C[CH:2]([C:4]1[C:5]([C:15]2[CH:20]=[CH:19][CH:18]=[CH:17][C:16]=2[S:21]([CH3:24])(=[O:23])=[O:22])=[N:6][C:7]2[C:12]([CH:13]=1)=[N:11][CH:10]=[C:9]([F:14])[CH:8]=2)[OH:3].[Cr](O[Cr]([O-])(=O)=O)([O-])(=O)=O.[NH+]1C=CC=CC=1.[NH+]1C=CC=CC=1. Product: [F:14][C:9]1[CH:8]=[C:7]2[C:12]([CH:13]=[C:4]([CH:2]=[O:3])[C:5]([C:15]3[CH:20]=[CH:19][CH:18]=[CH:17][C:16]=3[S:21]([CH3:24])(=[O:23])=[O:22])=[N:6]2)=[N:11][CH:10]=1. The catalyst class is: 2. (3) Reactant: [Br:1][C:2]1[C:3]([N:12]2[CH2:18][CH2:17][CH2:16][N:15]([CH2:19][C:20]3[CH:25]=[CH:24][C:23]([F:26])=[CH:22][CH:21]=3)[CH2:14][CH2:13]2)=[C:4]([N+:9]([O-])=O)[C:5]([NH2:8])=[N:6][CH:7]=1.[CH3:27][N:28]([CH3:37])[C:29]1[CH:36]=[CH:35][C:32]([CH:33]=O)=[CH:31][CH:30]=1.[O-]S(S([O-])=O)=O.[Na+].[Na+]. Product: [Br:1][C:2]1[C:3]([N:12]2[CH2:18][CH2:17][CH2:16][N:15]([CH2:19][C:20]3[CH:25]=[CH:24][C:23]([F:26])=[CH:22][CH:21]=3)[CH2:14][CH2:13]2)=[C:4]2[N:9]=[C:33]([C:32]3[CH:35]=[CH:36][C:29]([N:28]([CH3:37])[CH3:27])=[CH:30][CH:31]=3)[NH:8][C:5]2=[N:6][CH:7]=1. The catalyst class is: 8. (4) Reactant: [CH2:1]([N:8]1[CH2:13][CH2:12][CH:11]([OH:14])[CH2:10][CH2:9]1)[C:2]1[CH:7]=[CH:6][CH:5]=[CH:4][CH:3]=1.C1(P(C2C=CC=CC=2)C2C=CC=CC=2)C=CC=CC=1.N(C(OC(C)C)=O)=NC(OC(C)C)=O.O[C:49]1[CH:50]=[C:51]([CH:56]=[CH:57][CH:58]=1)[C:52]([O:54][CH3:55])=[O:53].Cl. Product: [CH2:1]([N:8]1[CH2:13][CH2:12][CH:11]([O:14][C:49]2[CH:50]=[C:51]([CH:56]=[CH:57][CH:58]=2)[C:52]([O:54][CH3:55])=[O:53])[CH2:10][CH2:9]1)[C:2]1[CH:3]=[CH:4][CH:5]=[CH:6][CH:7]=1. The catalyst class is: 469. (5) Reactant: C(OC(=O)[NH:10][CH2:11][CH2:12][CH2:13][CH2:14][C@H:15]([NH:27][C:28]([C:30]1[S:31][CH:32]=[CH:33][N:34]=1)=[O:29])[C:16]([C:18]1[S:19][C:20]2[CH:26]=[CH:25][CH:24]=[CH:23][C:21]=2[N:22]=1)=[O:17])C1C=CC=CC=1.Br.CC(O)=O. Product: [NH2:10][CH2:11][CH2:12][CH2:13][CH2:14][C@H:15]([NH:27][C:28]([C:30]1[S:31][CH:32]=[CH:33][N:34]=1)=[O:29])[C:16]([C:18]1[S:19][C:20]2[CH:26]=[CH:25][CH:24]=[CH:23][C:21]=2[N:22]=1)=[O:17]. The catalyst class is: 52.